From a dataset of Full USPTO retrosynthesis dataset with 1.9M reactions from patents (1976-2016). Predict the reactants needed to synthesize the given product. (1) Given the product [CH3:14][O:13][CH:6]1[C:7]2[C:3](=[C:2]([CH2:21][CH2:22][OH:23])[C:10]([CH3:11])=[C:9]([CH3:12])[CH:8]=2)[CH2:4][CH:5]1[CH3:15], predict the reactants needed to synthesize it. The reactants are: Br[C:2]1[C:10]([CH3:11])=[C:9]([CH3:12])[CH:8]=[C:7]2[C:3]=1[CH2:4][CH:5]([CH3:15])[CH:6]2[O:13][CH3:14].[Li]CCCC.[CH2:21]1[O:23][CH2:22]1.O. (2) Given the product [C:1]([O:5][C:6]([N:8]1[CH2:13][CH2:12][CH:11]([CH:14]2[O:23][C:17]3=[CH:18][N:19]=[C:20]([C:32]4[CH:31]=[CH:30][C:29]([S:26]([CH2:24][CH3:25])(=[O:28])=[O:27])=[CH:34][CH:33]=4)[CH:21]=[C:16]3[CH2:15]2)[CH2:10][CH2:9]1)=[O:7])([CH3:4])([CH3:3])[CH3:2], predict the reactants needed to synthesize it. The reactants are: [C:1]([O:5][C:6]([N:8]1[CH2:13][CH2:12][CH:11]([CH:14]2[O:23][C:17]3=[CH:18][N:19]=[C:20](Cl)[CH:21]=[C:16]3[CH2:15]2)[CH2:10][CH2:9]1)=[O:7])([CH3:4])([CH3:3])[CH3:2].[CH2:24]([S:26]([C:29]1[CH:34]=[CH:33][C:32](B(O)O)=[CH:31][CH:30]=1)(=[O:28])=[O:27])[CH3:25]. (3) Given the product [CH3:22][C:18]1([N:16]2[CH:17]=[C:13]([C:11]3[N:10]4[CH:23]=[CH:24][N:25]=[C:9]4[CH:8]=[C:7]([C:5]4[CH:4]=[N:3][N:2]([CH3:1])[CH:6]=4)[N:12]=3)[CH:14]=[N:15]2)[CH2:21][N:20]([S:28]([C:27]([F:40])([F:39])[F:26])(=[O:30])=[O:29])[CH2:19]1, predict the reactants needed to synthesize it. The reactants are: [CH3:1][N:2]1[CH:6]=[C:5]([C:7]2[N:12]=[C:11]([C:13]3[CH:14]=[N:15][N:16]([C:18]4([CH3:22])[CH2:21][NH:20][CH2:19]4)[CH:17]=3)[N:10]3[CH:23]=[CH:24][N:25]=[C:9]3[CH:8]=2)[CH:4]=[N:3]1.[F:26][C:27]([F:40])([F:39])[S:28](O[S:28]([C:27]([F:40])([F:39])[F:26])(=[O:30])=[O:29])(=[O:30])=[O:29]. (4) Given the product [F:19][C:20]1([F:25])[CH2:24][CH2:23][N:22]([C:2]([Cl:1])=[O:4])[CH2:21]1, predict the reactants needed to synthesize it. The reactants are: [Cl:1][C:2](Cl)([O:4]C(=O)OC(Cl)(Cl)Cl)Cl.N1C=CC=CC=1.[F:19][C:20]1([F:25])[CH2:24][CH2:23][NH:22][CH2:21]1. (5) Given the product [CH2:35]([O:34][C:32](=[O:33])[NH:1][C:2]1[CH:3]=[CH:4][C:5]([S:8]([N:11]2[CH2:12][CH2:13][CH:14]([NH:17][C:18](=[O:21])[CH:19]=[CH2:20])[CH2:15][CH2:16]2)(=[O:9])=[O:10])=[CH:6][CH:7]=1)[C:36]1[CH:41]=[CH:40][CH:39]=[CH:38][CH:37]=1, predict the reactants needed to synthesize it. The reactants are: [NH2:1][C:2]1[CH:7]=[CH:6][C:5]([S:8]([N:11]2[CH2:16][CH2:15][CH:14]([NH:17][C:18](=[O:21])[CH:19]=[CH2:20])[CH2:13][CH2:12]2)(=[O:10])=[O:9])=[CH:4][CH:3]=1.C(N(C(C)C)CC)(C)C.Cl[C:32]([O:34][CH2:35][C:36]1[CH:41]=[CH:40][CH:39]=[CH:38][CH:37]=1)=[O:33]. (6) The reactants are: [Mg].Br[C:3]1[CH:8]=[CH:7][CH:6]=[C:5]([O:9][CH2:10][C:11]2[CH:16]=[CH:15][CH:14]=[CH:13][CH:12]=2)[CH:4]=1.[C:17]1(=[O:22])[CH2:21][CH2:20][CH2:19][CH2:18]1.[Cl-].[NH4+]. Given the product [CH2:10]([O:9][C:5]1[CH:4]=[C:3]([C:17]2([OH:22])[CH2:21][CH2:20][CH2:19][CH2:18]2)[CH:8]=[CH:7][CH:6]=1)[C:11]1[CH:16]=[CH:15][CH:14]=[CH:13][CH:12]=1, predict the reactants needed to synthesize it. (7) Given the product [F:22][C:14]1[S:13][C:12]([S:9]([NH:8][C@H:3]([CH2:2][OH:1])[C@@H:4]([CH3:7])[CH2:5][CH3:6])(=[O:11])=[O:10])=[CH:16][CH:15]=1, predict the reactants needed to synthesize it. The reactants are: [OH:1][CH2:2][C@@H:3]([NH:8][S:9]([C:12]1[S:13][C:14]([Sn](C)(C)C)=[CH:15][CH:16]=1)(=[O:11])=[O:10])[C@@H:4]([CH3:7])[CH2:5][CH3:6].[B-](F)(F)(F)[F:22].[B-](F)(F)(F)F.C1[N+]2(CCl)CC[N+](F)(CC2)C1.CCOC(C)=O.CCCCCC. (8) Given the product [OH:23][CH2:22][C:14]1([CH2:17][OH:18])[CH2:15][CH2:16][C:11]2([O:7][CH2:8][CH2:9][O:10]2)[CH2:12][CH2:13]1, predict the reactants needed to synthesize it. The reactants are: [H-].[H-].[H-].[H-].[Li+].[Al+3].[O:7]1[C:11]2([CH2:16][CH2:15][C:14]([C:22](OCC)=[O:23])([C:17](OCC)=[O:18])[CH2:13][CH2:12]2)[O:10][CH2:9][CH2:8]1.